Dataset: Reaction yield outcomes from USPTO patents with 853,638 reactions. Task: Predict the reaction yield, written as a fraction of the theoretical maximum amount of product (1.0 means a 100% yield; for example, 0.34 means a 34% yield). (1) The reactants are [C:1]([CH2:3][C:4]1[C:5]([CH3:15])=[C:6]([N+:12]([O-])=O)[C:7]([CH3:11])=[CH:8][C:9]=1[CH3:10])#[N:2].[Cl-].[NH4+]. The catalyst is CO.[Zn]. The product is [C:1]([CH2:3][C:4]1[C:5]([CH3:15])=[C:6]([C:7]([CH3:11])=[CH:8][C:9]=1[CH3:10])[NH2:12])#[N:2]. The yield is 0.690. (2) The reactants are C[Si]([N-][Si](C)(C)C)(C)C.[Na+].[Si:11]([O:18][C@@H:19]1[CH2:24][CH2:23][C@H:22]([CH2:25][C:26]([O:28][CH2:29][C:30]2[CH:35]=[CH:34][CH:33]=[CH:32][CH:31]=2)=[O:27])[CH2:21][CH2:20]1)([C:14]([CH3:17])([CH3:16])[CH3:15])([CH3:13])[CH3:12].C1C[O:39]CC1. No catalyst specified. The product is [Si:11]([O:18][C@@H:19]1[CH2:20][CH2:21][C@H:22]([CH:25]([OH:39])[C:26]([O:28][CH2:29][C:30]2[CH:35]=[CH:34][CH:33]=[CH:32][CH:31]=2)=[O:27])[CH2:23][CH2:24]1)([C:14]([CH3:16])([CH3:17])[CH3:15])([CH3:13])[CH3:12]. The yield is 0.630. (3) The reactants are [F:1][C:2]1[CH:24]=[CH:23][C:5]([CH2:6][O:7][C:8]2[CH:13]=[CH:12][C:11]([N:14]3[C:18](=[O:19])[CH2:17][C@@H:16]([C:20](O)=[O:21])[CH2:15]3)=[CH:10][CH:9]=2)=[CH:4][CH:3]=1.[CH2:25]([N:27](CC)CC)C.CN(C(ON1N=NC2C=CC=CC1=2)=[N+](C)C)C.F[P-](F)(F)(F)(F)F.Cl.CN. The catalyst is CN(C)C=O. The product is [CH3:25][NH:27][C:20]([C@@H:16]1[CH2:17][C:18](=[O:19])[N:14]([C:11]2[CH:12]=[CH:13][C:8]([O:7][CH2:6][C:5]3[CH:23]=[CH:24][C:2]([F:1])=[CH:3][CH:4]=3)=[CH:9][CH:10]=2)[CH2:15]1)=[O:21]. The yield is 0.660. (4) The reactants are [CH2:1]([O:8][C:9]1[C:24]([O:25][CH3:26])=[CH:23][C:12]([C:13]([N:15]2[CH2:19][C:18](=[CH2:20])[CH2:17][C@H:16]2[CH2:21][OH:22])=[O:14])=[C:11]([N+:27]([O-])=O)[CH:10]=1)[C:2]1[CH:7]=[CH:6][CH:5]=[CH:4][CH:3]=1.Cl[Sn]Cl.CO.C(Cl)(Cl)Cl.CO. The catalyst is CCOC(C)=O. The product is [NH2:27][C:11]1[CH:10]=[C:9]([O:8][CH2:1][C:2]2[CH:3]=[CH:4][CH:5]=[CH:6][CH:7]=2)[C:24]([O:25][CH3:26])=[CH:23][C:12]=1[C:13]([N:15]1[CH2:19][C:18](=[CH2:20])[CH2:17][C@H:16]1[CH2:21][OH:22])=[O:14]. The yield is 0.630. (5) The product is [OH:8][C:9]1[CH:10]=[CH:11][C:12]([CH:15]=[C:16]2[NH:21][C:20](=[O:22])[C:19](=[CH:23][CH2:24][C:25]3[CH:26]=[CH:27][CH:28]=[CH:29][CH:30]=3)[NH:18][C:17]2=[O:31])=[N:13][CH:14]=1. The yield is 0.700. The catalyst is CO.[Pd]. The reactants are C([O:8][C:9]1[CH:10]=[CH:11][C:12]([CH:15]=[C:16]2[NH:21][C:20](=[O:22])[C:19](=[CH:23][CH2:24][C:25]3[CH:30]=[CH:29][CH:28]=[CH:27][CH:26]=3)[NH:18][C:17]2=[O:31])=[N:13][CH:14]=1)C1C=CC=CC=1.[OH-].[Na+].O. (6) The reactants are [Br:1][C:2]1[CH:7]=[CH:6][C:5]([NH:8][C:9]2[C:18]([C:19](O)=[O:20])=[CH:17][C:12]3[C:13]([CH3:16])=[N:14][O:15][C:11]=3[C:10]=2[F:22])=[C:4]([Cl:23])[CH:3]=1.C1C=CC2N(O)N=NC=2C=1.CCN(CC)CC.[CH:41]1([CH2:44][O:45][NH2:46])[CH2:43][CH2:42]1.Cl.CN(C)CCCN=C=NCC. The catalyst is CN(C=O)C.CCOC(C)=O. The product is [CH:41]1([CH2:44][O:45][NH:46][C:19]([C:18]2[C:9]([NH:8][C:5]3[CH:6]=[CH:7][C:2]([Br:1])=[CH:3][C:4]=3[Cl:23])=[C:10]([F:22])[C:11]3[O:15][N:14]=[C:13]([CH3:16])[C:12]=3[CH:17]=2)=[O:20])[CH2:43][CH2:42]1. The yield is 0.470.